Dataset: Reaction yield outcomes from USPTO patents with 853,638 reactions. Task: Predict the reaction yield, written as a fraction of the theoretical maximum amount of product (1.0 means a 100% yield; for example, 0.34 means a 34% yield). (1) The reactants are [C:1]([C:3]1[CH:8]=[CH:7][C:6]([NH:9][CH:10]([C:16]2[CH:21]=[C:20]([CH:22]=[CH2:23])[CH:19]=[C:18]([O:24][CH2:25][CH3:26])[CH:17]=2)[C:11]([O:13][CH2:14][CH3:15])=[O:12])=[CH:5][CH:4]=1)#[N:2].[B-](F)(F)(F)F.[N:32]#[O+:33].[C:34](#[N:36])[CH3:35]. No catalyst specified. The product is [C:1]([C:3]1[CH:8]=[CH:7][C:6]([NH:9][CH:10]([C:16]2[CH:21]=[C:20]([C:22]3[N:32]([OH:33])[C:34]([CH3:35])=[N:36][CH:23]=3)[CH:19]=[C:18]([O:24][CH2:25][CH3:26])[CH:17]=2)[C:11]([O:13][CH2:14][CH3:15])=[O:12])=[CH:5][CH:4]=1)#[N:2]. The yield is 0.380. (2) The reactants are Cl.[C:2]([C:6]1[CH:24]=[CH:23][C:9]([CH2:10][NH:11][CH2:12][CH2:13][C:14]2[CH:19]=[CH:18][C:17]([Cl:20])=[C:16]([CH2:21][CH3:22])[CH:15]=2)=[CH:8][CH:7]=1)([CH3:5])([CH3:4])[CH3:3].[Cl:25][C:26]1[C:27]([F:39])=[C:28]([CH:32]=[C:33]([C:35]([F:38])([F:37])[F:36])[CH:34]=1)[C:29](O)=[O:30].CN(C(ON1N=NC2C=CC=CC1=2)=[N+](C)C)C.F[P-](F)(F)(F)(F)F.CCN(CC)CC. The catalyst is C1COCC1.O.CO.CCCCCC. The product is [C:2]([C:6]1[CH:24]=[CH:23][C:9]([CH2:10][N:11]([CH2:12][CH2:13][C:14]2[CH:19]=[CH:18][C:17]([Cl:20])=[C:16]([CH2:21][CH3:22])[CH:15]=2)[C:29](=[O:30])[C:28]2[CH:32]=[C:33]([C:35]([F:36])([F:37])[F:38])[CH:34]=[C:26]([Cl:25])[C:27]=2[F:39])=[CH:8][CH:7]=1)([CH3:3])([CH3:5])[CH3:4]. The yield is 0.738. (3) The reactants are [Al+3].[Cl-].[Cl-].[Cl-].[C:5]1([NH:11][C:12](=[O:17])[CH:13]=[C:14]([CH3:16])[CH3:15])[CH:10]=[CH:9][CH:8]=[CH:7][CH:6]=1. The catalyst is C1C=CC=CC=1. The product is [CH3:16][C:14]1([CH3:15])[C:10]2[C:5](=[CH:6][CH:7]=[CH:8][CH:9]=2)[NH:11][C:12](=[O:17])[CH2:13]1. The yield is 0.860.